Dataset: Forward reaction prediction with 1.9M reactions from USPTO patents (1976-2016). Task: Predict the product of the given reaction. (1) Given the reactants C[Al](C)C.[CH3:5][O:6][C:7]1[CH:16]=[C:15]2[C:10]([CH:11]=[C:12]([CH3:18])[C:13]([NH2:17])=[N:14]2)=[CH:9][CH:8]=1.C[O:20][C:21](=O)[C:22]1[CH:27]=[CH:26][CH:25]=[CH:24][C:23]=1[NH:28][CH2:29][C:30]1[CH:35]=[CH:34][N:33]=[C:32]([C:36]#[N:37])[CH:31]=1.C(N(CC(O)=O)CC(O)=O)CN(CC(O)=O)CC(O)=O, predict the reaction product. The product is: [C:36]([C:32]1[CH:31]=[C:30]([CH2:29][NH:28][C:23]2[CH:24]=[CH:25][CH:26]=[CH:27][C:22]=2[C:21]([NH:17][C:13]2[C:12]([CH3:18])=[CH:11][C:10]3[C:15](=[CH:16][C:7]([O:6][CH3:5])=[CH:8][CH:9]=3)[N:14]=2)=[O:20])[CH:35]=[CH:34][N:33]=1)#[N:37]. (2) Given the reactants [F:1][C:2]([F:29])([C:22]1[CH:27]=[CH:26][C:25]([F:28])=[CH:24][CH:23]=1)[C:3]1[N:12]=[C:11]([NH:13][C:14]2[CH:18]=[C:17]([CH3:19])[NH:16][N:15]=2)[C:10]2[C:5](=[CH:6][C:7]([CH2:20]O)=[CH:8][CH:9]=2)[N:4]=1.CC(OI1(OC(C)=O)(OC(C)=O)OC(=O)C2C=CC=CC1=2)=O.[NH:52]1[CH2:57][CH2:56][O:55][CH2:54][CH2:53]1.C(O[BH-](OC(=O)C)OC(=O)C)(=O)C.[Na+], predict the reaction product. The product is: [F:29][C:2]([F:1])([C:22]1[CH:23]=[CH:24][C:25]([F:28])=[CH:26][CH:27]=1)[C:3]1[N:12]=[C:11]([NH:13][C:14]2[CH:18]=[C:17]([CH3:19])[NH:16][N:15]=2)[C:10]2[C:5](=[CH:6][C:7]([CH2:20][N:52]3[CH2:57][CH2:56][O:55][CH2:54][CH2:53]3)=[CH:8][CH:9]=2)[N:4]=1. (3) Given the reactants [O:1]1[CH:5]=[CH:4][CH:3]=[C:2]1[C:6]1[CH:11]=[CH:10][C:9]([C:12]([CH3:16])([CH3:15])[CH2:13][OH:14])=[CH:8][CH:7]=1.CC(OI1(OC(C)=O)(OC(C)=O)OC(=O)C2C=CC=CC1=2)=O, predict the reaction product. The product is: [O:1]1[CH:5]=[CH:4][CH:3]=[C:2]1[C:6]1[CH:11]=[CH:10][C:9]([C:12]([CH3:16])([CH3:15])[CH:13]=[O:14])=[CH:8][CH:7]=1. (4) Given the reactants Cl[C:2]1[C:3]2[C:10]3[CH2:11][N:12]([C:14]([O:16][CH2:17][CH3:18])=[O:15])[CH2:13][C:9]=3[S:8][C:4]=2[N:5]=[CH:6][N:7]=1.[Cl:19][C:20]1[CH:21]=[C:22]([CH:24]=[CH:25][C:26]=1[O:27][CH2:28][C:29]1[CH:34]=[CH:33][CH:32]=[CH:31][N:30]=1)[NH2:23], predict the reaction product. The product is: [Cl:19][C:20]1[CH:21]=[C:22]([NH:23][C:2]2[C:3]3[C:10]4[CH2:11][N:12]([C:14]([O:16][CH2:17][CH3:18])=[O:15])[CH2:13][C:9]=4[S:8][C:4]=3[N:5]=[CH:6][N:7]=2)[CH:24]=[CH:25][C:26]=1[O:27][CH2:28][C:29]1[CH:34]=[CH:33][CH:32]=[CH:31][N:30]=1. (5) Given the reactants [CH2:1](Br)[CH:2]=[CH2:3].[CH2:5]([O:7][C:8](=[O:25])[CH2:9][O:10][C:11]1[CH:16]=[CH:15][C:14]([OH:17])=[CH:13][C:12]=1[O:18][CH2:19][C:20]([O:22][CH2:23][CH3:24])=[O:21])[CH3:6].C([O-])([O-])=O.[K+].[K+].O, predict the reaction product. The product is: [CH2:5]([O:7][C:8](=[O:25])[CH2:9][O:10][C:11]1[CH:16]=[CH:15][C:14]([O:17][CH2:3][CH:2]=[CH2:1])=[CH:13][C:12]=1[O:18][CH2:19][C:20]([O:22][CH2:23][CH3:24])=[O:21])[CH3:6].